From a dataset of Catalyst prediction with 721,799 reactions and 888 catalyst types from USPTO. Predict which catalyst facilitates the given reaction. (1) Reactant: [CH:1]1([NH2:4])[CH2:3][CH2:2]1.[Br:5][C:6]1[CH:7]=[C:8]([S:12](Cl)(=[O:14])=[O:13])[CH:9]=[CH:10][CH:11]=1.C([O-])(O)=O.[Na+]. Product: [Br:5][C:6]1[CH:7]=[C:8]([S:12]([NH:4][CH:1]2[CH2:3][CH2:2]2)(=[O:14])=[O:13])[CH:9]=[CH:10][CH:11]=1. The catalyst class is: 1. (2) Reactant: [Cl:1][C:2]1[CH:3]=[C:4]([CH:24]=[CH:25][C:26]=1[O:27][C:28]([F:31])([F:30])[F:29])[O:5][C:6]1[CH:15]=[CH:14][C:9]([C:10]([O:12]C)=[O:11])=[CH:8][C:7]=1[C:16]1[C:17]([O:22][CH3:23])=[N:18][CH:19]=[CH:20][CH:21]=1.O.[OH-].[Li+].Cl. Product: [Cl:1][C:2]1[CH:3]=[C:4]([CH:24]=[CH:25][C:26]=1[O:27][C:28]([F:31])([F:29])[F:30])[O:5][C:6]1[CH:15]=[CH:14][C:9]([C:10]([OH:12])=[O:11])=[CH:8][C:7]=1[C:16]1[C:17]([O:22][CH3:23])=[N:18][CH:19]=[CH:20][CH:21]=1. The catalyst class is: 30. (3) Reactant: C[O:2][C:3](=[O:16])[CH:4]=[CH:5][CH:6]=[CH:7][CH2:8][S:9][C:10]1[CH:15]=[CH:14][CH:13]=[CH:12][CH:11]=1.[OH-].[Na+]. Product: [C:10]1([S:9][CH2:8][CH:7]=[CH:6][CH:5]=[CH:4][C:3]([OH:16])=[O:2])[CH:15]=[CH:14][CH:13]=[CH:12][CH:11]=1. The catalyst class is: 5. (4) Reactant: C(O[C:6]([NH:8][C@H:9]([CH2:21][OH:22])[CH2:10][C:11]([O:13][CH2:14][C:15]1[CH:20]=[CH:19][CH:18]=[CH:17][CH:16]=1)=[O:12])=[O:7])(C)(C)C.N1C=CC=CC=1.C1(C)C=CC(S(OS(C2C=CC(C)=CC=2)(=O)=O)(=O)=O)=CC=1. Product: [O:7]=[C:6]1[NH:8][C@@H:9]([CH2:10][C:11]([O:13][CH2:14][C:15]2[CH:16]=[CH:17][CH:18]=[CH:19][CH:20]=2)=[O:12])[CH2:21][O:22]1. The catalyst class is: 576. (5) Reactant: [CH2:1]([O:3][C:4](=[O:11])[C:5](=[N+:9]=[N-:10])[C:6](=O)[CH3:7])[CH3:2].C(O)(=O)C.[CH3:16][NH:17]N. Product: [CH2:1]([O:3][C:4]([C:5]1[N:9]=[N:10][N:17]([CH3:16])[C:6]=1[CH3:7])=[O:11])[CH3:2]. The catalyst class is: 7. (6) Reactant: [NH:1]1[C:10]2[C:5](=[CH:6][CH:7]=[CH:8][CH:9]=2)[C:4](=[O:11])[CH2:3][CH2:2]1.C(N(C(C)C)CC)(C)C.Cl[C:22](Cl)([O:24]C(=O)OC(Cl)(Cl)Cl)Cl.[C:33]1([C:39]2([C:49]3[CH:54]=[CH:53][CH:52]=[CH:51][CH:50]=3)[CH:43]3[CH2:44][NH:45][CH2:46][CH2:47][N:42]3[C:41](=[O:48])[O:40]2)[CH:38]=[CH:37][CH:36]=[CH:35][CH:34]=1. Product: [O:48]=[C:41]1[N:42]2[CH2:47][CH2:46][N:45]([C:22]([N:1]3[C:10]4[C:5](=[CH:6][CH:7]=[CH:8][CH:9]=4)[C:4](=[O:11])[CH2:3][CH2:2]3)=[O:24])[CH2:44][CH:43]2[C:39]([C:33]2[CH:38]=[CH:37][CH:36]=[CH:35][CH:34]=2)([C:49]2[CH:50]=[CH:51][CH:52]=[CH:53][CH:54]=2)[O:40]1. The catalyst class is: 30. (7) Reactant: Br[CH2:2][C:3]([O:5][CH2:6][CH3:7])=[O:4].C(=O)([O-])[O-].[K+].[K+].[OH:14][C:15]1[CH:22]=[C:21]([CH3:23])[C:20]([CH3:24])=[CH:19][C:16]=1[CH:17]=[O:18]. Product: [CH:17]([C:16]1[CH:19]=[C:20]([CH3:24])[C:21]([CH3:23])=[CH:22][C:15]=1[O:14][CH2:2][C:3]([O:5][CH2:6][CH3:7])=[O:4])=[O:18]. The catalyst class is: 21. (8) Reactant: Br[C:2]([CH3:16])([CH3:15])[C:3]([NH:5][C:6]1[CH:11]=[C:10]([CH3:12])[CH:9]=[C:8]([CH3:13])[C:7]=1[OH:14])=[O:4].C(=O)([O-])[O-].[K+].[K+].O. Product: [CH3:15][C:2]1([CH3:16])[C:3](=[O:4])[NH:5][C:6]2[CH:11]=[C:10]([CH3:12])[CH:9]=[C:8]([CH3:13])[C:7]=2[O:14]1. The catalyst class is: 9.